The task is: Predict the reactants needed to synthesize the given product.. This data is from Full USPTO retrosynthesis dataset with 1.9M reactions from patents (1976-2016). (1) Given the product [OH:1][C:2]1[C:3]([I:12])=[C:4]2[C:9](=[CH:10][CH:11]=1)[N:8]=[CH:7][CH:6]=[CH:5]2, predict the reactants needed to synthesize it. The reactants are: [OH:1][C:2]1[CH:3]=[C:4]2[C:9](=[CH:10][CH:11]=1)[N:8]=[CH:7][CH:6]=[CH:5]2.[I:12]I. (2) Given the product [Cl:18][C:15]1[CH:16]=[CH:17][C:12]([N:11]2[C:10](=[O:19])[C:9]3[C:4](=[CH:5][C:6]([O:20][CH3:21])=[CH:7][CH:8]=3)[N:3]=[C:2]2[N:11]([CH2:12][CH3:13])[CH2:10][CH3:9])=[CH:13][CH:14]=1, predict the reactants needed to synthesize it. The reactants are: Cl[C:2]1[N:11]([C:12]2[CH:17]=[CH:16][C:15]([Cl:18])=[CH:14][CH:13]=2)[C:10](=[O:19])[C:9]2[C:4](=[CH:5][C:6]([O:20][CH3:21])=[CH:7][CH:8]=2)[N:3]=1. (3) Given the product [O-:12][N+:4]1[C:5]2[CH:11]=[CH:10][CH:9]=[CH:8][C:6]=2[N:7]=[C:2]([NH:17][CH2:16][C:15]#[N:14])[N:3]=1, predict the reactants needed to synthesize it. The reactants are: Cl[C:2]1[N:3]=[N+:4]([O-:12])[C:5]2[CH:11]=[CH:10][CH:9]=[CH:8][C:6]=2[N:7]=1.Cl.[NH2:14][CH2:15][C:16]#[N:17].CCN(CC)CC. (4) Given the product [F:1][C:2]1[CH:7]=[CH:6][CH:5]=[C:4]([O:8][CH3:9])[C:3]=1[CH:15]([N:23]1[CH2:24][CH2:25][N:20]([CH3:19])[CH2:21][CH2:22]1)[C:14]([OH:18])=[O:17], predict the reactants needed to synthesize it. The reactants are: [F:1][C:2]1[CH:7]=[CH:6][CH:5]=[C:4]([O:8][CH3:9])[C:3]=1B(O)O.O.[C:14]([OH:18])(=[O:17])[CH:15]=O.[CH3:19][N:20]1[CH2:25][CH2:24][NH:23][CH2:22][CH2:21]1. (5) Given the product [CH:20]1([S:19][C:13]2[CH:18]=[CH:17][C:16]([C:6](=[O:12])[C:7]([O:9][CH2:10][CH3:11])=[O:8])=[CH:15][CH:14]=2)[CH2:22][CH2:21]1, predict the reactants needed to synthesize it. The reactants are: [Al+3].[Cl-].[Cl-].[Cl-].Cl[C:6](=[O:12])[C:7]([O:9][CH2:10][CH3:11])=[O:8].[C:13]1([S:19][CH:20]2[CH2:22][CH2:21]2)[CH:18]=[CH:17][CH:16]=[CH:15][CH:14]=1. (6) The reactants are: [Cl:1][C:2]1[N:7]=[CH:6][N:5]=[C:4]([C:8](Cl)=[O:9])[CH:3]=1.CCN(C(C)C)C(C)C.[NH:20]1[CH:28]2[CH:23]([CH2:24][CH2:25][CH2:26][CH2:27]2)[CH2:22][CH2:21]1. Given the product [Cl:1][C:2]1[N:7]=[CH:6][N:5]=[C:4]([C:8]([N:20]2[CH:28]3[CH:23]([CH2:24][CH2:25][CH2:26][CH2:27]3)[CH2:22][CH2:21]2)=[O:9])[CH:3]=1, predict the reactants needed to synthesize it. (7) Given the product [C:30]1([C:8]2[CH:7]=[C:6]([CH:3]3[CH2:2][NH:1][C:38](=[N:39][S:40]([CH3:43])(=[O:42])=[O:41])[NH:5][CH2:4]3)[CH:11]=[CH:10][C:9]=2[NH:12][C:13]([C:15]2[N:16]([CH2:22][O:23][CH2:24][CH2:25][Si:26]([CH3:29])([CH3:27])[CH3:28])[CH:17]=[C:18]([C:20]#[N:21])[N:19]=2)=[O:14])[CH2:35][CH2:34][CH2:33][CH2:32][CH:31]=1, predict the reactants needed to synthesize it. The reactants are: [NH2:1][CH2:2][CH:3]([C:6]1[CH:11]=[CH:10][C:9]([NH:12][C:13]([C:15]2[N:16]([CH2:22][O:23][CH2:24][CH2:25][Si:26]([CH3:29])([CH3:28])[CH3:27])[CH:17]=[C:18]([C:20]#[N:21])[N:19]=2)=[O:14])=[C:8]([C:30]2[CH2:35][CH2:34][CH2:33][CH2:32][CH:31]=2)[CH:7]=1)[CH2:4][NH2:5].CS[C:38](SC)=[N:39][S:40]([CH3:43])(=[O:42])=[O:41]. (8) Given the product [F:15][C:13]1[CH:14]=[C:9](/[CH:8]=[C:2](\[CH3:1])/[C:3]([O:5][CH2:6][CH3:7])=[O:4])[CH:10]=[C:11]([F:17])[C:12]=1[O:24][C:18]1[CH:23]=[CH:22][CH:21]=[CH:20][CH:19]=1, predict the reactants needed to synthesize it. The reactants are: [CH3:1]/[C:2](=[CH:8]\[C:9]1[CH:14]=[C:13]([F:15])[C:12](F)=[C:11]([F:17])[CH:10]=1)/[C:3]([O:5][CH2:6][CH3:7])=[O:4].[C:18]1([OH:24])[CH:23]=[CH:22][CH:21]=[CH:20][CH:19]=1.C([O-])([O-])=O.[K+].[K+]. (9) Given the product [CH3:20][C:21]1[S:22][C:23]([C:29]2[CH:34]=[CH:33][CH:32]=[CH:31][C:30]=2[C:35]([F:38])([F:36])[F:37])=[C:24]([C:26]([N:2]2[C@H:3]([CH2:7][NH:8][C:9]([C:11]3[CH:12]=[CH:13][CH:14]=[C:15]4[O:19][CH:18]=[CH:17][C:16]=34)=[O:10])[CH2:4][C@H:5]3[C@@H:1]2[CH2:6]3)=[O:27])[N:25]=1, predict the reactants needed to synthesize it. The reactants are: [C@H:1]12[CH2:6][C@H:5]1[CH2:4][C@@H:3]([CH2:7][NH:8][C:9]([C:11]1[CH:12]=[CH:13][CH:14]=[C:15]3[O:19][CH:18]=[CH:17][C:16]=13)=[O:10])[NH:2]2.[CH3:20][C:21]1[S:22][C:23]([C:29]2[CH:34]=[CH:33][CH:32]=[CH:31][C:30]=2[C:35]([F:38])([F:37])[F:36])=[C:24]([C:26](O)=[O:27])[N:25]=1.